Dataset: Reaction yield outcomes from USPTO patents with 853,638 reactions. Task: Predict the reaction yield, written as a fraction of the theoretical maximum amount of product (1.0 means a 100% yield; for example, 0.34 means a 34% yield). (1) The reactants are [C:1]1([OH:7])[CH:6]=[CH:5][CH:4]=[CH:3][CH:2]=1.[Br:8][C:9]1[C:10](Cl)=[N:11][CH:12]=[C:13]([N+:15]([O-:17])=[O:16])[CH:14]=1.C(=O)([O-])[O-].[Cs+].[Cs+]. The catalyst is CS(C)=O. The product is [Br:8][C:9]1[C:10]([O:7][C:1]2[CH:6]=[CH:5][CH:4]=[CH:3][CH:2]=2)=[N:11][CH:12]=[C:13]([N+:15]([O-:17])=[O:16])[CH:14]=1. The yield is 0.910. (2) The reactants are [H-].[Al+3].[Li+].[H-].[H-].[H-].[CH2:7]([C@@H:11]1[NH:16][C:15](=O)[CH2:14][O:13][CH2:12]1)[CH:8]([CH3:10])[CH3:9]. The catalyst is C1COCC1. The product is [CH2:7]([C@H:11]1[CH2:12][O:13][CH2:14][CH2:15][NH:16]1)[CH:8]([CH3:10])[CH3:9]. The yield is 0.950. (3) The reactants are [C:1]([O:4][C:5]1[CH:13]=[CH:12][C:11]([Br:14])=[CH:10][C:6]=1[C:7]([OH:9])=O)(=[O:3])[CH3:2].[NH2:15][C:16]1[O:17][C:18]([CH2:23][CH3:24])=[C:19]([CH2:21][CH3:22])[N:20]=1. No catalyst specified. The product is [C:1]([O:4][C:5]1[CH:13]=[CH:12][C:11]([Br:14])=[CH:10][C:6]=1[C:7]([NH:15][C:16]1[O:17][C:18]([CH2:23][CH3:24])=[C:19]([CH2:21][CH3:22])[N:20]=1)=[O:9])(=[O:3])[CH3:2]. The yield is 0.220. (4) The reactants are [CH2:1]([NH:3][C:4](=[O:6])[O-:5])[CH3:2].O[C:8]1[C:9]([Cl:21])=[CH:10][C:11]2[CH:12]([CH3:20])[CH:13]3[CH2:17][NH:16][CH2:15][CH:14]3[C:18]=2[CH:19]=1.C1(P(C2C=CC=CC=2)CCCP(C2C=CC=CC=2)C2C=CC=CC=2)C=CC=CC=1.CCN(CC)CC. The catalyst is CO.CS(C)=O.CCOC(C)=O.C([O-])(=O)C.[Pd+2].C([O-])(=O)C. The product is [CH2:1]([NH:3][C:4](=[O:5])[O-:6])[CH3:2].[Cl:21][C:9]1[CH:8]=[CH:19][C:18]2[CH:14]3[CH2:15][NH:16][CH2:17][CH:13]3[CH:12]([CH3:20])[C:11]=2[CH:10]=1. The yield is 0.350. (5) The reactants are [C:1]([C:5]1[CH:10]=[C:9]([CH3:11])[CH:8]=[CH:7][C:6]=1[OH:12])([CH3:4])([CH3:3])[CH3:2].C([Mg]Br)C.[CH2:17]=[O:18].C(N(CC)CC)C. The catalyst is C1(C)C=CC=CC=1.CCOCC.C1COCC1. The product is [C:1]([C:5]1[CH:10]=[C:9]([CH3:11])[CH:8]=[C:7]([CH:17]=[O:18])[C:6]=1[OH:12])([CH3:4])([CH3:3])[CH3:2]. The yield is 0.650. (6) The reactants are [CH3:1][O:2][CH2:3][CH:4]1[CH2:8][N:7]([C:9](=[O:20])[CH:10]([NH:15][C:16](=[O:19])[O:17][CH3:18])[CH:11]([O:13][CH3:14])[CH3:12])[CH:6]([C:21]2[NH:25][C:24]3[C:26]4[C:31]([CH:32]=[CH:33][C:23]=3[N:22]=2)=[CH:30][C:29]2[C:34]3[C:39]([CH2:40][O:41][C:28]=2[CH:27]=4)=[CH:38][C:37](B2OC(C)(C)C(C)(C)O2)=[CH:36][CH:35]=3)[CH2:5]1.I[C:52]1[NH:56][C:55]([C@@H:57]2[CH2:61][CH2:60][CH2:59][N:58]2[C:62]([O:64][C:65]([CH3:68])([CH3:67])[CH3:66])=[O:63])=[N:54][CH:53]=1.C(=O)([O-])[O-].[K+].[K+]. The catalyst is CS(C)=O.O1CCOCC1.CCOC(C)=O.C1C=CC([P]([Pd]([P](C2C=CC=CC=2)(C2C=CC=CC=2)C2C=CC=CC=2)([P](C2C=CC=CC=2)(C2C=CC=CC=2)C2C=CC=CC=2)[P](C2C=CC=CC=2)(C2C=CC=CC=2)C2C=CC=CC=2)(C2C=CC=CC=2)C2C=CC=CC=2)=CC=1. The product is [CH3:18][O:17][C:16]([NH:15][C@H:10]([C:9]([N:7]1[CH2:8][C@@H:4]([CH2:3][O:2][CH3:1])[CH2:5][C@H:6]1[C:21]1[NH:25][C:24]2[C:26]3[C:31]([CH:32]=[CH:33][C:23]=2[N:22]=1)=[CH:30][C:29]1[C:34]2[C:39]([CH2:40][O:41][C:28]=1[CH:27]=3)=[CH:38][C:37]([C:52]1[NH:56][C:55]([C@@H:57]3[CH2:61][CH2:60][CH2:59][N:58]3[C:62]([O:64][C:65]([CH3:68])([CH3:67])[CH3:66])=[O:63])=[N:54][CH:53]=1)=[CH:36][CH:35]=2)=[O:20])[C@@H:11]([CH3:12])[O:13][CH3:14])=[O:19]. The yield is 0.0700.